From a dataset of Catalyst prediction with 721,799 reactions and 888 catalyst types from USPTO. Predict which catalyst facilitates the given reaction. (1) Reactant: [Cl:1][C:2]1[CH:7]=[C:6]([Cl:8])[C:5]([CH3:9])=[CH:4][C:3]=1[S:10]([NH:13][C:14]1[CH:19]=[C:18]([CH3:20])[CH:17]=[C:16]([CH3:21])[CH:15]=1)(=[O:12])=[O:11].[CH3:22][O:23]C(Cl)Cl. Product: [Cl:1][C:2]1[CH:7]=[C:6]([Cl:8])[C:5]([CH3:9])=[CH:4][C:3]=1[S:10]([NH:13][C:14]1[CH:15]=[C:16]([CH3:21])[C:17]([CH:22]=[O:23])=[C:18]([CH3:20])[CH:19]=1)(=[O:12])=[O:11]. The catalyst class is: 642. (2) Reactant: [N+:1]([C:4]1[CH:5]=[C:6]([CH2:10][CH2:11][N:12]2[CH2:16][CH2:15][CH2:14][CH2:13]2)[CH:7]=[CH:8][CH:9]=1)([O-])=O. Product: [N:12]1([CH2:11][CH2:10][C:6]2[CH:5]=[C:4]([NH2:1])[CH:9]=[CH:8][CH:7]=2)[CH2:16][CH2:15][CH2:14][CH2:13]1. The catalyst class is: 19.